Dataset: Reaction yield outcomes from USPTO patents with 853,638 reactions. Task: Predict the reaction yield, written as a fraction of the theoretical maximum amount of product (1.0 means a 100% yield; for example, 0.34 means a 34% yield). (1) The reactants are Br[C:2]1[CH:3]=[CH:4][C:5]([NH2:8])=[N:6][CH:7]=1.C(=O)([O-])[O-].[K+].[K+].[CH3:15][CH2:16]O. The catalyst is C1(C)C=CC=CC=1.C1C=CC([P]([Pd]([P](C2C=CC=CC=2)(C2C=CC=CC=2)C2C=CC=CC=2)([P](C2C=CC=CC=2)(C2C=CC=CC=2)C2C=CC=CC=2)[P](C2C=CC=CC=2)(C2C=CC=CC=2)C2C=CC=CC=2)(C2C=CC=CC=2)C2C=CC=CC=2)=CC=1. The product is [CH:15]([C:2]1[CH:3]=[CH:4][C:5]([NH2:8])=[N:6][CH:7]=1)=[CH2:16]. The yield is 0.230. (2) The reactants are Cl[C:2]1[N:7]=[C:6]([NH:8][C:9]2[CH:14]=[CH:13][C:12]([O:15][CH3:16])=[C:11]([Cl:17])[CH:10]=2)[N:5]=[C:4]([NH:18][CH:19]2[CH2:25][CH2:24][CH2:23][CH2:22][CH2:21][CH2:20]2)[N:3]=1.[CH3:26][NH:27][CH:28]1[CH2:33][CH2:32][N:31]([CH3:34])[CH2:30][CH2:29]1.[OH-].[Na+].O. The catalyst is O1CCOCC1.C(Cl)Cl. The product is [Cl:17][C:11]1[CH:10]=[C:9]([NH:8][C:6]2[N:5]=[C:4]([NH:18][CH:19]3[CH2:25][CH2:24][CH2:23][CH2:22][CH2:21][CH2:20]3)[N:3]=[C:2]([N:27]([CH3:26])[CH:28]3[CH2:33][CH2:32][N:31]([CH3:34])[CH2:30][CH2:29]3)[N:7]=2)[CH:14]=[CH:13][C:12]=1[O:15][CH3:16]. The yield is 0.309. (3) The reactants are [C:1]([N:5]1[C:9](=O)[CH2:8][CH:7]([NH:11][C:12]([NH:14][C:15]2[CH:20]=[CH:19][C:18]([O:21][C:22]3[CH:27]=[CH:26][N:25]=[C:24]([C:28]4[CH:29]=[N:30][N:31]([CH3:33])[CH:32]=4)[CH:23]=3)=[CH:17][C:16]=2[F:34])=[O:13])[CH2:6]1)([CH3:4])([CH3:3])[CH3:2].[H-].[H-].[H-].[H-].[Li+].[Al+3].C1COCC1. The catalyst is C1COCC1. The product is [C:1]([N:5]1[CH2:9][CH2:8][CH:7]([NH:11][C:12]([NH:14][C:15]2[CH:20]=[CH:19][C:18]([O:21][C:22]3[CH:27]=[CH:26][N:25]=[C:24]([C:28]4[CH:29]=[N:30][N:31]([CH3:33])[CH:32]=4)[CH:23]=3)=[CH:17][C:16]=2[F:34])=[O:13])[CH2:6]1)([CH3:4])([CH3:3])[CH3:2]. The yield is 0.490. (4) The reactants are [F:1][C:2]1[CH:7]=[CH:6][C:5]([C:8]2[O:9][CH:10]=[C:11]([C:13]([CH3:17])([CH3:16])[CH2:14][NH2:15])[N:12]=2)=[CH:4][CH:3]=1.[F:18][C:19]([F:37])([F:36])[C:20]([C:22]1[S:26][C:25]([C:27]2[CH:28]=[N:29][CH:30]=[C:31]([CH:35]=2)[C:32](O)=[O:33])=[CH:24][CH:23]=1)=[O:21]. No catalyst specified. The product is [F:1][C:2]1[CH:3]=[CH:4][C:5]([C:8]2[O:9][CH:10]=[C:11]([C:13]([CH3:17])([CH3:16])[CH2:14][NH:15][C:32](=[O:33])[C:31]3[CH:35]=[C:27]([C:25]4[S:26][C:22]([C:20](=[O:21])[C:19]([F:36])([F:18])[F:37])=[CH:23][CH:24]=4)[CH:28]=[N:29][CH:30]=3)[N:12]=2)=[CH:6][CH:7]=1. The yield is 0.260.